From a dataset of Reaction yield outcomes from USPTO patents with 853,638 reactions. Predict the reaction yield, written as a fraction of the theoretical maximum amount of product (1.0 means a 100% yield; for example, 0.34 means a 34% yield). (1) The reactants are [F:1][C:2]([F:19])([F:18])[CH2:3][CH:4]1[C:13]2[C:8](=[CH:9][CH:10]=[CH:11][CH:12]=2)[N:7]([CH2:14][C:15]([NH2:17])=O)[CH2:6][CH2:5]1.CSC.B. The catalyst is C1COCC1. The product is [F:19][C:2]([F:1])([F:18])[CH2:3][CH:4]1[C:13]2[C:8](=[CH:9][CH:10]=[CH:11][CH:12]=2)[N:7]([CH2:14][CH2:15][NH2:17])[CH2:6][CH2:5]1. The yield is 0.520. (2) The catalyst is C(Cl)Cl.CCOC(C)=O. The yield is 0.760. The reactants are Cl[C:2]([O:4][CH2:5][C:6]1[CH:11]=[CH:10][CH:9]=[CH:8][CH:7]=1)=[O:3].Cl.[Br:13][C:14]1[C:15]([O:25][CH3:26])=[C:16]([CH:22]([NH2:24])[CH3:23])[CH:17]=[C:18]([Cl:21])[C:19]=1[CH3:20].C(=O)([O-])[O-].[Na+].[Na+].O. The product is [CH2:5]([O:4][C:2](=[O:3])[NH:24][CH:22]([C:16]1[CH:17]=[C:18]([Cl:21])[C:19]([CH3:20])=[C:14]([Br:13])[C:15]=1[O:25][CH3:26])[CH3:23])[C:6]1[CH:11]=[CH:10][CH:9]=[CH:8][CH:7]=1. (3) The reactants are [CH2:1]([O:3][C:4]([C:6]1[N:10]([CH2:11][C:12]2[CH:17]=[CH:16][C:15](Br)=[CH:14][CH:13]=2)[C:9]2[CH:19]=[C:20](Br)[S:21][C:8]=2[CH:7]=1)=[O:5])[CH3:2].[C:23]1(B(O)O)[CH:28]=[CH:27][CH:26]=[CH:25][CH:24]=1.[O-]P([O-])([O-])=O.[K+].[K+].[K+].[C:40]1(C)[CH:45]=[CH:44][CH:43]=[CH:42][C:41]=1P([C:40]1[CH:45]=[CH:44][CH:43]=[CH:42][C:41]=1C)[C:40]1[CH:45]=[CH:44][CH:43]=[CH:42][C:41]=1C.[NH4+].[Cl-]. The catalyst is CC([O-])=O.CC([O-])=O.[Pd+2].C1(C)C=CC=CC=1. The product is [CH2:1]([O:3][C:4]([C:6]1[N:10]([CH2:11][C:12]2[CH:17]=[CH:16][C:15]([C:23]3[CH:28]=[CH:27][CH:26]=[CH:25][CH:24]=3)=[CH:14][CH:13]=2)[C:9]2[CH:19]=[C:20]([C:40]3[CH:45]=[CH:44][CH:43]=[CH:42][CH:41]=3)[S:21][C:8]=2[CH:7]=1)=[O:5])[CH3:2]. The yield is 0.450. (4) The reactants are [Br:1][C:2]1[C:3]([NH:16][C@H:17]2[CH2:22][CH2:21][C@H:20]([O:23][CH3:24])[CH2:19][CH2:18]2)=[N:4][C:5]([N:9]2C(C)=CC=C2C)=[N:6][C:7]=1[CH3:8].Cl.NO.C(O)C. The product is [Br:1][C:2]1[C:3]([NH:16][C@H:17]2[CH2:22][CH2:21][C@H:20]([O:23][CH3:24])[CH2:19][CH2:18]2)=[N:4][C:5]([NH2:9])=[N:6][C:7]=1[CH3:8]. The yield is 0.890. The catalyst is O. (5) The reactants are Br[C:2]1[CH:10]=[CH:9][C:5]([CH2:6][CH2:7][OH:8])=[CH:4][CH:3]=1.[Li]CCCC.CCCCCC.[B:22](OC(C)C)([O:27]C(C)C)[O:23]C(C)C.Cl. The yield is 0.630. The catalyst is C1COCC1. The product is [OH:8][CH2:7][CH2:6][C:5]1[CH:9]=[CH:10][C:2]([B:22]([OH:27])[OH:23])=[CH:3][CH:4]=1. (6) The reactants are Br[C:2]1[S:6][C:5]([C:7]2[S:8][C:9](Br)=[CH:10][CH:11]=2)=[CH:4][CH:3]=1.[Si:13]([O:20][CH2:21][CH2:22][CH2:23][CH2:24][CH2:25][CH2:26][C:27]1[CH:32]=[CH:31][C:30](B2OC(C)(C)C(C)(C)O2)=[CH:29][CH:28]=1)([C:16]([CH3:19])([CH3:18])[CH3:17])([CH3:15])[CH3:14].[C:42](=[O:45])([O-])[O-].[K+].[K+]. The catalyst is C1COCC1.O.C1C=CC([P]([Pd]([P](C2C=CC=CC=2)(C2C=CC=CC=2)C2C=CC=CC=2)([P](C2C=CC=CC=2)(C2C=CC=CC=2)C2C=CC=CC=2)[P](C2C=CC=CC=2)(C2C=CC=CC=2)C2C=CC=CC=2)(C2C=CC=CC=2)C2C=CC=CC=2)=CC=1. The product is [Si:13]([O:45][CH2:42][CH2:22][CH2:23][CH2:24][CH2:25][CH2:26][C:27]1[CH:28]=[CH:29][C:30]([C:2]2[S:6][C:5]([C:7]3[S:8][C:9]([C:30]4[CH:29]=[CH:28][C:27]([CH2:26][CH2:25][CH2:24][CH2:23][CH2:22][CH2:21][O:20][Si:13]([C:16]([CH3:17])([CH3:18])[CH3:19])([CH3:14])[CH3:15])=[CH:32][CH:31]=4)=[CH:10][CH:11]=3)=[CH:4][CH:3]=2)=[CH:31][CH:32]=1)([C:16]([CH3:17])([CH3:18])[CH3:19])([CH3:15])[CH3:14]. The yield is 0.640. (7) The reactants are I[C:2]1[C:3]2[CH:10]=[CH:9][N:8]([S:11]([C:14]3[CH:19]=[CH:18][C:17]([CH3:20])=[CH:16][CH:15]=3)(=[O:13])=[O:12])[C:4]=2[N:5]=[CH:6][N:7]=1.C([Sn](CCCC)(CCCC)[C:26]([O:28][CH2:29][CH3:30])=[CH2:27])CCC. The catalyst is C1(C)C=CC=CC=1. The product is [CH2:29]([O:28][C:26]([C:2]1[C:3]2[CH:10]=[CH:9][N:8]([S:11]([C:14]3[CH:19]=[CH:18][C:17]([CH3:20])=[CH:16][CH:15]=3)(=[O:13])=[O:12])[C:4]=2[N:5]=[CH:6][N:7]=1)=[CH2:27])[CH3:30]. The yield is 0.820. (8) The reactants are Br[C:2]1[CH:7]([O:8][CH:9]2[CH2:13][CH2:12][CH2:11][CH2:10]2)[NH:6][CH:5]=[C:4]([C:14]([O:16][CH3:17])=[O:15])[CH:3]=1.[N:18]1[CH:23]=[CH:22][C:21](B(O)O)=[CH:20][CH:19]=1.O. The catalyst is COCCOC.C1C=CC(P(C2C=CC=CC=2)[C-]2C=CC=C2)=CC=1.C1C=CC(P(C2C=CC=CC=2)[C-]2C=CC=C2)=CC=1.[Fe+2].Cl[Pd]Cl. The product is [CH:9]1([O:8][C:7]2[C:2]([C:21]3[CH:22]=[CH:23][N:18]=[CH:19][CH:20]=3)=[CH:3][C:4]([C:14]([O:16][CH3:17])=[O:15])=[CH:5][N:6]=2)[CH2:13][CH2:12][CH2:11][CH2:10]1. The yield is 0.310.